Task: Regression. Given two drug SMILES strings and cell line genomic features, predict the synergy score measuring deviation from expected non-interaction effect.. Dataset: NCI-60 drug combinations with 297,098 pairs across 59 cell lines (1) Drug 1: C1=NC2=C(N1)C(=S)N=C(N2)N. Drug 2: CN1C(=O)N2C=NC(=C2N=N1)C(=O)N. Cell line: NCIH23. Synergy scores: CSS=42.0, Synergy_ZIP=-3.16, Synergy_Bliss=-1.78, Synergy_Loewe=-32.9, Synergy_HSA=-3.09. (2) Drug 1: CCN(CC)CCNC(=O)C1=C(NC(=C1C)C=C2C3=C(C=CC(=C3)F)NC2=O)C. Drug 2: CC12CCC3C(C1CCC2O)C(CC4=C3C=CC(=C4)O)CCCCCCCCCS(=O)CCCC(C(F)(F)F)(F)F. Cell line: M14. Synergy scores: CSS=13.6, Synergy_ZIP=-3.14, Synergy_Bliss=0.882, Synergy_Loewe=-4.61, Synergy_HSA=0.291. (3) Drug 1: C1=CC(=CC=C1CCC2=CNC3=C2C(=O)NC(=N3)N)C(=O)NC(CCC(=O)O)C(=O)O. Drug 2: C1CN(P(=O)(OC1)NCCCl)CCCl. Cell line: OVCAR3. Synergy scores: CSS=29.5, Synergy_ZIP=1.76, Synergy_Bliss=1.23, Synergy_Loewe=-22.8, Synergy_HSA=0.357. (4) Drug 1: CC1C(C(CC(O1)OC2CC(CC3=C2C(=C4C(=C3O)C(=O)C5=C(C4=O)C(=CC=C5)OC)O)(C(=O)C)O)N)O.Cl. Drug 2: CS(=O)(=O)CCNCC1=CC=C(O1)C2=CC3=C(C=C2)N=CN=C3NC4=CC(=C(C=C4)OCC5=CC(=CC=C5)F)Cl. Cell line: OVCAR-4. Synergy scores: CSS=12.7, Synergy_ZIP=-3.39, Synergy_Bliss=2.56, Synergy_Loewe=2.19, Synergy_HSA=3.40.